This data is from Forward reaction prediction with 1.9M reactions from USPTO patents (1976-2016). The task is: Predict the product of the given reaction. (1) Given the reactants [Cl:1][C:2]1[N:7]=[C:6]([CH2:8]Cl)[C:5]([C:10]([O:12]C)=O)=[CH:4][CH:3]=1.[CH3:14][NH2:15].O1CCCC1, predict the reaction product. The product is: [Cl:1][C:2]1[N:7]=[C:6]2[CH2:8][N:15]([CH3:14])[C:10](=[O:12])[C:5]2=[CH:4][CH:3]=1. (2) Given the reactants F[C:2]1[CH:10]=[CH:9][C:5]([C:6]([OH:8])=[O:7])=[CH:4][C:3]=1[N+:11]([O-:13])=[O:12].[Br:14][C:15]1[CH:16]=[C:17]([CH:19]=[CH:20][CH:21]=1)[NH2:18], predict the reaction product. The product is: [N+:11]([C:3]1[CH:4]=[C:5]([CH:9]=[CH:10][C:2]=1[NH:18][C:17]1[CH:19]=[CH:20][CH:21]=[C:15]([Br:14])[CH:16]=1)[C:6]([OH:8])=[O:7])([O-:13])=[O:12]. (3) Given the reactants [N:1]1([C:7]2[CH:8]=[C:9]3[CH:15]=[CH:14][NH:13][C:10]3=[N:11][CH:12]=2)[CH2:6][CH2:5][O:4][CH2:3][CH2:2]1.[OH-].[K+].[I:18]I.[O-]S([O-])(=S)=O.[Na+].[Na+], predict the reaction product. The product is: [I:18][C:15]1[C:9]2[C:10](=[N:11][CH:12]=[C:7]([N:1]3[CH2:2][CH2:3][O:4][CH2:5][CH2:6]3)[CH:8]=2)[NH:13][CH:14]=1. (4) Given the reactants [CH3:1][C:2]1[CH:3]=[C:4]([C:8](=[O:14])[C:9]([O:11][CH2:12][CH3:13])=[O:10])[CH:5]=[CH:6][CH:7]=1.[Br:15]N1C(=O)CCC1=O, predict the reaction product. The product is: [Br:15][CH2:1][C:2]1[CH:3]=[C:4]([C:8](=[O:14])[C:9]([O:11][CH2:12][CH3:13])=[O:10])[CH:5]=[CH:6][CH:7]=1. (5) Given the reactants [Br:1][C:2]1[CH:7]=[CH:6][CH:5]=[CH:4][C:3]=1[OH:8].C(=O)([O-])[O-].[K+].[K+].[CH2:15](Br)[C:16]1[CH:21]=[CH:20][CH:19]=[CH:18][CH:17]=1, predict the reaction product. The product is: [CH2:15]([O:8][C:3]1[CH:4]=[CH:5][CH:6]=[CH:7][C:2]=1[Br:1])[C:16]1[CH:21]=[CH:20][CH:19]=[CH:18][CH:17]=1. (6) Given the reactants [F:1][C:2]1[CH:9]=[C:8]([O:10][CH2:11][C:12]2[S:16][C:15]([C:17]3[CH:22]=[CH:21][C:20]([C:23]([F:26])([F:25])[F:24])=[CH:19][CH:18]=3)=[N:14][C:13]=2[CH3:27])[CH:7]=[CH:6][C:3]=1[C:4]#[N:5].Cl.[NH2:29][OH:30].C(N(CC)CC)C, predict the reaction product. The product is: [F:1][C:2]1[CH:9]=[C:8]([O:10][CH2:11][C:12]2[S:16][C:15]([C:17]3[CH:22]=[CH:21][C:20]([C:23]([F:24])([F:26])[F:25])=[CH:19][CH:18]=3)=[N:14][C:13]=2[CH3:27])[CH:7]=[CH:6][C:3]=1[C:4]([NH:29][OH:30])=[NH:5].